Dataset: Full USPTO retrosynthesis dataset with 1.9M reactions from patents (1976-2016). Task: Predict the reactants needed to synthesize the given product. (1) Given the product [NH2:18][C:17]1[C:11]2[C:12](=[N:13][CH:14]=[CH:15][C:10]=2[N:6]2[CH2:7][CH2:8][CH2:9][CH:4]([CH2:3][O:2][CH3:1])[CH2:5]2)[S:16][C:22]=1[C:23]([NH2:25])=[O:24], predict the reactants needed to synthesize it. The reactants are: [CH3:1][O:2][CH2:3][CH:4]1[CH2:9][CH2:8][CH2:7][N:6]([C:10]2[CH:15]=[CH:14][NH:13][C:12](=[S:16])[C:11]=2[C:17]#[N:18])[CH2:5]1.[OH-].[Na+].Cl[CH2:22][C:23]([NH2:25])=[O:24].O. (2) Given the product [Cl:1][C:2]1[CH:3]=[C:4]([O:12][C:13]2[C:14]([F:27])=[CH:15][C:16]([C:17]([OH:19])=[O:18])=[CH:24][C:25]=2[F:26])[CH:5]=[N:6][C:7]=1[O:8][CH:9]([CH3:11])[CH3:10], predict the reactants needed to synthesize it. The reactants are: [Cl:1][C:2]1[CH:3]=[C:4]([O:12][C:13]2[C:25]([F:26])=[CH:24][C:16]([C:17]([O:19]C(C)(C)C)=[O:18])=[CH:15][C:14]=2[F:27])[CH:5]=[N:6][C:7]=1[O:8][CH:9]([CH3:11])[CH3:10].[Li+].[OH-]. (3) Given the product [CH2:14]([N:3]([CH2:1][CH3:2])[C:4]1[CH:9]=[CH:8][C:7]([NH2:10])=[CH:6][C:5]=1[CH3:13])[CH3:15], predict the reactants needed to synthesize it. The reactants are: [CH2:1]([N:3]([CH2:14][CH3:15])[C:4]1[CH:9]=[CH:8][C:7]([N+:10]([O-])=O)=[CH:6][C:5]=1[CH3:13])[CH3:2]. (4) Given the product [NH2:10][C:5]1[N:4]=[C:11]([NH2:13])[N:1]=[C:8]([Cl:9])[N:7]=1, predict the reactants needed to synthesize it. The reactants are: [N:1]1[C:8]([Cl:9])=[N:7][C:5](Cl)=[N:4]C=1Cl.[NH3:10].[C:11](#[N:13])C. (5) Given the product [Cl:15][C:4]1[CH:5]=[C:6]2[C:10](=[C:2]([C:20]3[CH:21]=[CH:22][C:17]([F:16])=[CH:18][CH:19]=3)[CH:3]=1)[NH:9][C:8]([C:11]([NH2:13])=[O:12])=[C:7]2[CH3:14], predict the reactants needed to synthesize it. The reactants are: Br[C:2]1[CH:3]=[C:4]([Cl:15])[CH:5]=[C:6]2[C:10]=1[NH:9][C:8]([C:11]([NH2:13])=[O:12])=[C:7]2[CH3:14].[F:16][C:17]1[CH:22]=[CH:21][C:20](B(O)O)=[CH:19][CH:18]=1.